This data is from Forward reaction prediction with 1.9M reactions from USPTO patents (1976-2016). The task is: Predict the product of the given reaction. (1) Given the reactants [F:1][C:2]1[CH:9]=[CH:8][C:5]([C:6]#[N:7])=[C:4]([N:10]2[CH2:14][C:13]([CH3:16])([CH3:15])[N:12](CC3C=CC(OC)=CC=3)[S:11]2(=[O:27])=[O:26])[CH:3]=1.FC(F)(F)C(O)=O, predict the reaction product. The product is: [CH3:15][C:13]1([CH3:16])[NH:12][S:11](=[O:27])(=[O:26])[N:10]([C:4]2[CH:3]=[C:2]([F:1])[CH:9]=[CH:8][C:5]=2[C:6]#[N:7])[CH2:14]1. (2) Given the reactants [F:1][C:2]1[CH:26]=[CH:25][C:5]([CH2:6][N:7]2[CH2:12][CH2:11][N:10]([C:13]([C:15]3[N:20]=[C:19]([C:21]([O:23]C)=[O:22])[CH:18]=[CH:17][CH:16]=3)=[O:14])[CH2:9][CH2:8]2)=[CH:4][CH:3]=1.O.[OH-].[Li+].Cl, predict the reaction product. The product is: [F:1][C:2]1[CH:3]=[CH:4][C:5]([CH2:6][N:7]2[CH2:8][CH2:9][N:10]([C:13]([C:15]3[N:20]=[C:19]([C:21]([OH:23])=[O:22])[CH:18]=[CH:17][CH:16]=3)=[O:14])[CH2:11][CH2:12]2)=[CH:25][CH:26]=1.